Predict the reactants needed to synthesize the given product. From a dataset of Full USPTO retrosynthesis dataset with 1.9M reactions from patents (1976-2016). (1) Given the product [CH3:1][O:2][C:3](=[O:22])[C:4]1[CH:9]=[C:8]([Br:10])[CH:7]=[CH:6][C:5]=1[CH2:11][CH2:12][C:13]1[CH:18]=[CH:17][CH:16]=[C:15]([O:19][CH3:20])[C:14]=1[CH3:21], predict the reactants needed to synthesize it. The reactants are: [CH3:1][O:2][C:3](=[O:22])[C:4]1[CH:9]=[C:8]([Br:10])[CH:7]=[CH:6][C:5]=1[CH:11]=[CH:12][C:13]1[CH:18]=[CH:17][CH:16]=[C:15]([O:19][CH3:20])[C:14]=1[CH3:21].[H][H]. (2) Given the product [CH3:17][NH:18][C:2]1[N:7]2[N:8]=[C:9]([C:11]([F:14])([F:13])[F:12])[CH:10]=[C:6]2[C:5]([CH:15]=[O:16])=[CH:4][CH:3]=1, predict the reactants needed to synthesize it. The reactants are: I[C:2]1[N:7]2[N:8]=[C:9]([C:11]([F:14])([F:13])[F:12])[CH:10]=[C:6]2[C:5]([CH:15]=[O:16])=[CH:4][CH:3]=1.[CH3:17][NH2:18]. (3) Given the product [Br:22][C:3]1[C:4]2[N:8]=[C:7]([C:9]3[CH:10]=[CH:11][C:12]([CH:15]([CH3:17])[CH3:16])=[CH:13][CH:14]=3)[NH:6][C:5]=2[C:18]([O:20][CH3:21])=[CH:19][C:2]=1[I:1], predict the reactants needed to synthesize it. The reactants are: [I:1][C:2]1[CH:19]=[C:18]([O:20][CH3:21])[C:5]2[NH:6][C:7]([C:9]3[CH:14]=[CH:13][C:12]([CH:15]([CH3:17])[CH3:16])=[CH:11][CH:10]=3)=[N:8][C:4]=2[CH:3]=1.[Br:22]Br.CCOC(C)=O. (4) Given the product [CH:1]1([N:4]([CH2:39][C:40]2[CH:45]=[C:44]([CH2:46][CH2:47][CH2:48][O:49][CH3:50])[CH:43]=[C:42]([O:51][CH2:61][CH2:60][O:59][CH3:58])[CH:41]=2)[C:5]([C@@H:7]2[C@@H:12]([C:13]3[CH:14]=[CH:15][C:16]([O:19][CH2:20][CH2:21][O:22][C:23]4[C:28]([Cl:29])=[CH:27][C:26]([CH3:30])=[CH:25][C:24]=4[Cl:31])=[CH:17][CH:18]=3)[CH2:11][CH2:10][N:9]([C:32]([O:34][C:35]([CH3:38])([CH3:37])[CH3:36])=[O:33])[CH2:8]2)=[O:6])[CH2:3][CH2:2]1, predict the reactants needed to synthesize it. The reactants are: [CH:1]1([N:4]([CH2:39][C:40]2[CH:45]=[C:44]([CH2:46][CH2:47][CH2:48][O:49][CH3:50])[CH:43]=[C:42]([OH:51])[CH:41]=2)[C:5]([C@@H:7]2[C@@H:12]([C:13]3[CH:18]=[CH:17][C:16]([O:19][CH2:20][CH2:21][O:22][C:23]4[C:28]([Cl:29])=[CH:27][C:26]([CH3:30])=[CH:25][C:24]=4[Cl:31])=[CH:15][CH:14]=3)[CH2:11][CH2:10][N:9]([C:32]([O:34][C:35]([CH3:38])([CH3:37])[CH3:36])=[O:33])[CH2:8]2)=[O:6])[CH2:3][CH2:2]1.C(=O)([O-])[O-].[Cs+].[Cs+].[CH3:58][O:59][CH2:60][CH2:61]Br. (5) Given the product [F:1][C:2]1[CH:3]=[CH:4][C:5]([C:8]2[CH:16]=[C:15]3[C:11]([C:12](=[CH:35][C:30]4[NH:31][C:32]5[C:28]([CH:29]=4)=[CH:27][C:26]([O:25][CH2:24][CH2:23][N:18]4[CH2:22][CH2:21][CH2:20][CH2:19]4)=[CH:34][CH:33]=5)[C:13](=[O:17])[NH:14]3)=[CH:10][CH:9]=2)=[CH:6][CH:7]=1, predict the reactants needed to synthesize it. The reactants are: [F:1][C:2]1[CH:7]=[CH:6][C:5]([C:8]2[CH:16]=[C:15]3[C:11]([CH2:12][C:13](=[O:17])[NH:14]3)=[CH:10][CH:9]=2)=[CH:4][CH:3]=1.[N:18]1([CH2:23][CH2:24][O:25][C:26]2[CH:27]=[C:28]3[C:32](=[CH:33][CH:34]=2)[NH:31][C:30]([CH:35]=O)=[CH:29]3)[CH2:22][CH2:21][CH2:20][CH2:19]1.